From a dataset of Reaction yield outcomes from USPTO patents with 853,638 reactions. Predict the reaction yield, written as a fraction of the theoretical maximum amount of product (1.0 means a 100% yield; for example, 0.34 means a 34% yield). (1) The reactants are F[C:2]1[CH:3]=[C:4]([Cl:10])[CH:5]=[C:6]([CH:9]=1)[C:7]#[N:8].C([O-])([O-])=O.[K+].[K+].[CH3:17][N:18]1[CH2:23][CH2:22][NH:21][CH2:20][CH2:19]1.Cl. The catalyst is CS(C)=O.C(OCC)C. The product is [Cl:10][C:4]1[CH:5]=[C:6]([CH:9]=[C:2]([N:21]2[CH2:22][CH2:23][N:18]([CH3:17])[CH2:19][CH2:20]2)[CH:3]=1)[C:7]#[N:8]. The yield is 0.930. (2) The reactants are S(Cl)(Cl)=O.BrC1SC(C(O)=O)=CC=1.BrC1SC(C(Cl)=O)=CC=1.[Br:23][C:24]1[S:28][C:27]([C:29]([N:31]=[C:32]=[S:33])=[O:30])=[CH:26][CH:25]=1.[Cl:34][C:35]1[CH:36]=[C:37]([CH:39]=[CH:40][C:41]=1[O:42][C:43]1[C:52]2[C:47](=[CH:48][C:49]([O:55][CH3:56])=[C:50]([O:53][CH3:54])[CH:51]=2)[N:46]=[CH:45][CH:44]=1)[NH2:38]. The catalyst is C(O)C.C1(C)C=CC=CC=1. The product is [Br:23][C:24]1[S:28][C:27]([C:29]([NH:31][C:32]([NH:38][C:37]2[CH:39]=[CH:40][C:41]([O:42][C:43]3[C:52]4[C:47](=[CH:48][C:49]([O:55][CH3:56])=[C:50]([O:53][CH3:54])[CH:51]=4)[N:46]=[CH:45][CH:44]=3)=[C:35]([Cl:34])[CH:36]=2)=[S:33])=[O:30])=[CH:26][CH:25]=1. The yield is 0.750. (3) The reactants are [CH3:1][O:2][C:3]1[CH:4]=[C:5]([CH:11]=[C:12]([O:17][CH3:18])[C:13]=1[CH2:14][CH2:15][CH3:16])[CH2:6]P(=O)([O-])[O-].[F:19][C:20]1[CH:21]=[C:22]([CH:25]=[C:26]([F:28])[CH:27]=1)[CH:23]=O. No catalyst specified. The product is [F:19][C:20]1[CH:21]=[C:22]([CH:23]=[CH:6][C:5]2[CH:4]=[C:3]([O:2][CH3:1])[C:13]([CH2:14][CH2:15][CH3:16])=[C:12]([O:17][CH3:18])[CH:11]=2)[CH:25]=[C:26]([F:28])[CH:27]=1. The yield is 0.270.